This data is from Forward reaction prediction with 1.9M reactions from USPTO patents (1976-2016). The task is: Predict the product of the given reaction. (1) Given the reactants [CH:1]12[CH2:7]C(C[CH2:6]1)[CH2:3][CH2:2]2.[CH3:8][CH:9]=[CH:10][CH3:11].[CH:12]1[CH2:16]C=[CH:14][CH:13]=1, predict the reaction product. The product is: [CH2:8]=[C:9]1[CH:2]([CH3:3])[CH:1]2[CH2:7][CH:10]1[CH2:11][CH2:6]2.[CH3:8][C:9]1[CH:12]2[CH2:16][CH:11]([C:10]=1[CH3:1])[CH2:14][CH2:13]2. (2) Given the reactants [CH3:1][N:2]=[C:3]([NH2:9])[NH:4][C:5](=[N:7][CH3:8])[NH2:6].CC(C)([O-])C.[K+].[Cl-].[Zn+2:17].[Cl-].[Zn], predict the reaction product. The product is: [Zn:17].[CH3:1][N:2]=[C:3]([NH2:9])[NH:4][C:5](=[N:7][CH3:8])[NH2:6]. (3) Given the reactants [CH2:1]([O:8][C:9]1[CH:14]=[CH:13][CH:12]=[CH:11][C:10]=1Br)[C:2]1[CH:7]=[CH:6][CH:5]=[CH:4][CH:3]=1.[Mg].[CH:17]([C:19]1[CH:28]=[CH:27][C:22]([C:23]([O:25][CH3:26])=[O:24])=[CH:21][CH:20]=1)=[O:18].Cl, predict the reaction product. The product is: [CH2:1]([O:8][C:9]1[CH:14]=[CH:13][CH:12]=[CH:11][C:10]=1[CH:17]([OH:18])[C:19]1[CH:20]=[CH:21][C:22]([C:23]([O:25][CH3:26])=[O:24])=[CH:27][CH:28]=1)[C:2]1[CH:7]=[CH:6][CH:5]=[CH:4][CH:3]=1.